Dataset: Full USPTO retrosynthesis dataset with 1.9M reactions from patents (1976-2016). Task: Predict the reactants needed to synthesize the given product. Given the product [CH:1]12[CH2:7][CH:4]([CH2:5][CH2:6]1)[CH:3]=[C:2]2[C:8]1[CH:9]=[C:10]2[C:16]([C:17]3[CH:18]=[N:19][N:20]([CH3:22])[CH:21]=3)=[CH:15][NH:14][C:11]2=[N:12][CH:13]=1, predict the reactants needed to synthesize it. The reactants are: [CH:1]12[CH2:7][CH:4]([CH2:5][CH2:6]1)[CH:3]=[C:2]2[C:8]1[CH:9]=[C:10]2[C:16]([C:17]3[CH:18]=[N:19][N:20]([CH3:22])[CH:21]=3)=[CH:15][N:14](S(C3C=CC=CC=3)(=O)=O)[C:11]2=[N:12][CH:13]=1.